From a dataset of Full USPTO retrosynthesis dataset with 1.9M reactions from patents (1976-2016). Predict the reactants needed to synthesize the given product. (1) Given the product [CH3:13][NH:14][C:7](=[O:8])[C:6]1[CH:10]=[CH:11][CH:12]=[C:4]([N+:1]([O-:3])=[O:2])[CH:5]=1, predict the reactants needed to synthesize it. The reactants are: [N+:1]([C:4]1[CH:5]=[C:6]([CH:10]=[CH:11][CH:12]=1)[C:7](Cl)=[O:8])([O-:3])=[O:2].[CH3:13][NH2:14]. (2) Given the product [NH2:1][CH2:2][C@@H:3]1[C@H:8]([CH3:9])[CH2:7][CH2:6][CH2:5][N:4]1[C:10]([C:12]1[CH:17]=[C:16]([CH3:18])[CH:15]=[CH:14][C:13]=1[N:35]1[CH:39]=[CH:38][CH:37]=[N:36]1)=[O:11], predict the reactants needed to synthesize it. The reactants are: [NH2:1][CH2:2][C@@H:3]1[C@H:8]([CH3:9])[CH2:7][CH2:6][CH2:5][N:4]1[C:10]([C:12]1[CH:17]=[C:16]([CH3:18])[CH:15]=[CH:14][C:13]=1C1C=NN(C)C=1)=[O:11].CC1C=CC([N:35]2[CH:39]=[CH:38][CH:37]=[N:36]2)=C(C=1)C(O)=O. (3) Given the product [N+:8]([C:3]1[CH:4]=[N:5][CH:6]=[CH:7][C:2]=1[N:23]1[CH2:22][CH2:21][CH2:20][C@@H:19]([NH:18][C:16](=[O:17])[O:15][C:12]([CH3:13])([CH3:11])[CH3:14])[CH2:24]1)([O-:10])=[O:9], predict the reactants needed to synthesize it. The reactants are: Cl[C:2]1[CH:7]=[CH:6][N:5]=[CH:4][C:3]=1[N+:8]([O-:10])=[O:9].[CH3:11][C:12]([O:15][C:16]([NH:18][C@H:19]1[CH2:24][NH:23][CH2:22][CH2:21][CH2:20]1)=[O:17])([CH3:14])[CH3:13].C(N(C(C)C)CC)(C)C. (4) Given the product [CH2:27]([O:30][C:31]1[C:36]([C:37]([CH3:38])([CH3:39])[CH3:40])=[CH:35][C:34]([CH3:41])=[CH:33][C:32]=1[SiH:42]([CH2:44][CH2:45][CH:8]1[C:7]2[CH:6]=[C:5]([C:1]([CH3:4])([CH3:3])[CH3:2])[CH:17]=[CH:16][C:15]=2[C:14]2[C:9]1=[CH:10][C:11]([C:18]([CH3:21])([CH3:20])[CH3:19])=[CH:12][CH:13]=2)[CH3:43])[CH:28]=[CH2:29], predict the reactants needed to synthesize it. The reactants are: [C:1]([C:5]1[CH:17]=[CH:16][C:15]2[C:14]3[C:9](=[CH:10][C:11]([C:18]([CH3:21])([CH3:20])[CH3:19])=[CH:12][CH:13]=3)[CH2:8][C:7]=2[CH:6]=1)([CH3:4])([CH3:3])[CH3:2].C([Li])CCC.[CH2:27]([O:30][C:31]1[C:36]([C:37]([CH3:40])([CH3:39])[CH3:38])=[CH:35][C:34]([CH3:41])=[CH:33][C:32]=1[SiH:42]([CH2:44][CH2:45]Cl)[CH3:43])[CH:28]=[CH2:29].C(=O)([O-])O.[Na+].C(=O)([O-])[O-].[Na+].[Na+]. (5) Given the product [NH2:18][C:19]1[C:20]([CH3:33])=[C:21]([CH3:32])[C:22]2[O:7][C:6]([CH3:8])([CH3:9])[C:5](=[O:4])[C:11]=2[C:30]=1[CH:23]=[CH2:24], predict the reactants needed to synthesize it. The reactants are: C(B1[O:7][C:6]([CH3:9])([CH3:8])[C:5]([CH3:11])(C)[O:4]1)=C.C(=O)([O-])[O-].[Na+].[Na+].[NH2:18][C:19]1[C:20]([CH3:33])=[C:21]([CH3:32])[C:22]2OC(C)(C)[C:24](=O)[C:23]=2[C:30]=1Br. (6) Given the product [Br:1][C:15]1[C:14]([C:22]2[CH:27]=[CH:26][C:25]([F:28])=[CH:24][CH:23]=2)=[C:13]([F:12])[C:18]([OH:19])=[C:17]([CH:20]=[O:21])[CH:16]=1, predict the reactants needed to synthesize it. The reactants are: [Br:1]N1C(=O)NC(=O)N(Br)C1=O.[F:12][C:13]1[C:18]([OH:19])=[C:17]([CH:20]=[O:21])[CH:16]=[CH:15][C:14]=1[C:22]1[CH:27]=[CH:26][C:25]([F:28])=[CH:24][CH:23]=1.O. (7) Given the product [F:3][C:4]1[CH:5]=[C:6]([CH:28]=[C:29]([S:31]([CH3:34])(=[O:33])=[O:32])[CH:30]=1)[CH2:7][C:8]1[S:9][C:10]2[C:16]([C:17]3[CH:18]=[C:19]([CH:25]=[CH:26][CH:27]=3)[C:20]([NH2:38])=[O:21])=[CH:15][CH:14]=[CH:13][C:11]=2[CH:12]=1, predict the reactants needed to synthesize it. The reactants are: [OH-].[Na+].[F:3][C:4]1[CH:5]=[C:6]([CH:28]=[C:29]([S:31]([CH3:34])(=[O:33])=[O:32])[CH:30]=1)[CH2:7][C:8]1[S:9][C:10]2[C:16]([C:17]3[CH:18]=[C:19]([CH:25]=[CH:26][CH:27]=3)[C:20](OCC)=[O:21])=[CH:15][CH:14]=[CH:13][C:11]=2[CH:12]=1.Cl.CC[N:38]=C=NCCCN(C)C.C1C=CC2N(O)N=NC=2C=1.N. (8) Given the product [Cl:38][C:35]1[CH:36]=[CH:37][C:32](/[CH:31]=[CH:30]/[C:27]2[O:28][CH:29]=[C:25]([CH2:24][O:16][C:13]3[CH:12]=[CH:11][C:10]([CH2:9][CH2:8][CH2:7][CH2:6][N:1]4[CH:5]=[CH:4][N:3]=[N:2]4)=[CH:15][CH:14]=3)[N:26]=2)=[CH:33][C:34]=1[F:39], predict the reactants needed to synthesize it. The reactants are: [N:1]1([CH2:6][CH2:7][CH2:8][CH2:9][C:10]2[CH:15]=[CH:14][C:13]([OH:16])=[CH:12][CH:11]=2)[CH:5]=[CH:4][N:3]=[N:2]1.C(=O)([O-])[O-].[Cs+].[Cs+].Cl[CH2:24][C:25]1[N:26]=[C:27]([CH:30]=[CH:31][C:32]2[CH:37]=[CH:36][C:35]([Cl:38])=[C:34]([F:39])[CH:33]=2)[O:28][CH:29]=1.[I-].[K+]. (9) Given the product [Cl:1][CH2:2][C:3]1[C:9]2[C:8](=[CH:20][C:18]([OH:19])=[CH:17][C:16]=2[CH3:23])[O:7][C:5](=[O:6])[CH:4]=1, predict the reactants needed to synthesize it. The reactants are: [Cl:1][CH2:2][C:3](=O)[CH2:4][C:5]([O:7][CH2:8][CH3:9])=[O:6].S(=O)(=O)(O)O.[C:16]1(O)[CH:23]=C(C)[CH:20]=[C:18]([OH:19])[CH:17]=1. (10) Given the product [F:17][C:15]1[CH:14]=[CH:13][C:10]([C:11]#[N:12])=[C:9]([C:15]#[C:16][C:9]2[CH:10]=[CH:11][N:12]=[C:6]3[NH:3][CH:4]=[CH:5][C:7]=23)[CH:16]=1, predict the reactants needed to synthesize it. The reactants are: C([N:3]([CH2:6][CH3:7])[CH2:4][CH3:5])C.Br[C:9]1[CH:16]=[C:15]([F:17])[CH:14]=[CH:13][C:10]=1[C:11]#[N:12].